This data is from HIV replication inhibition screening data with 41,000+ compounds from the AIDS Antiviral Screen. The task is: Binary Classification. Given a drug SMILES string, predict its activity (active/inactive) in a high-throughput screening assay against a specified biological target. (1) The compound is N#CC1C(=O)NC(=O)C(C#N)C12CCCc1sccc12. The result is 0 (inactive). (2) The result is 0 (inactive). The drug is CCOC(=O)C(F)=Cc1cccc(C#N)c1. (3) The molecule is CN(C)CC1C2C=CC(C2)C1CO. The result is 0 (inactive). (4) The molecule is O=c1ssc(Cl)c1Cl. The result is 0 (inactive). (5) The molecule is O=C1NC(=O)C(=Cc2ccccc2Br)C(=O)N1. The result is 0 (inactive). (6) The drug is CC1(C)OC(=O)C(=Cc2ccc(C#N)cc2)C(=O)O1. The result is 0 (inactive).